This data is from Experimentally validated miRNA-target interactions with 360,000+ pairs, plus equal number of negative samples. The task is: Binary Classification. Given a miRNA mature sequence and a target amino acid sequence, predict their likelihood of interaction. The protein sequence of the target gene is MAPTLLQKLFNKRGSSGSSAAASAQGRAPKEGPAFSWSCSEFDLNEIRLIVYQDCDRRGRQVLFDSKAVQKIEEVTAQKTEDVPIKISAKCCQGSSSVSSSSSSSISSHSSSGGSSHHAKEQLPKYQYTRPASDVNMLGEMMFGSVAMSYKGSTLKIHYIRSPPQLMISKVFSARMGSFCGSTNNLQDSFEYINQDPNLGKLNTNQNSLGPCRTGSNLAHSTPVDMPSRGQNEDRDSGIARSASLSSLLITPFPSPSSSTSSSSSYQRRWLRSQTTSLENGIIPRRSTDETFSLAEETCS.... Result: 0 (no interaction). The miRNA is hsa-miR-4711-5p with sequence UGCAUCAGGCCAGAAGACAUGAG.